This data is from Forward reaction prediction with 1.9M reactions from USPTO patents (1976-2016). The task is: Predict the product of the given reaction. (1) Given the reactants [Br:1][C:2]1[CH:3]=[N:4][C:5]([C:8]2[N:9](C)[C:10]3[C:15]([C:16]=2[CH:17]2[CH2:21][CH2:20][CH2:19][CH2:18]2)=[CH:14][CH:13]=[C:12]([C:22]([OH:24])=O)[CH:11]=3)=[N:6][CH:7]=1.S(Cl)(Cl)=[O:27].C(NCC)C.C(N(CC)C(C)C)(C)C.[NH2:44][C:45]1([C:49]2[N:53]([CH3:54])[C:52]3[CH:55]=[C:56](/[CH:59]=[CH:60]/[C:61]([O:63][CH2:64][CH2:65][CH2:66][CH3:67])=[O:62])[CH:57]=[CH:58][C:51]=3[N:50]=2)[CH2:48][CH2:47][CH2:46]1, predict the reaction product. The product is: [Br:1][C:2]1[CH:3]=[N:4][C:5]([C:8]2[N:9]([OH:27])[C:10]3[C:15]([C:16]=2[CH:17]2[CH2:18][CH2:19][CH2:20][CH2:21]2)=[CH:14][CH:13]=[C:12]([C:22]([NH:44][C:45]2([C:49]4[N:53]([CH3:54])[C:52]5[CH:55]=[C:56](/[CH:59]=[CH:60]/[C:61]([O:63][CH2:64][CH2:65][CH2:66][CH3:67])=[O:62])[CH:57]=[CH:58][C:51]=5[N:50]=4)[CH2:46][CH2:47][CH2:48]2)=[O:24])[CH:11]=3)=[N:6][CH:7]=1. (2) Given the reactants [CH2:1]([NH2:4])[C:2]#[CH:3].[CH:5]1[C:10]([C:11]([OH:13])=[O:12])=[CH:9][C:8]([C:14]2[C:24]3[CH:25]=[CH:26][C:27]([OH:29])=[CH:28][C:23]=3[O:22][C:21]3[C:15]=2[CH:16]=[CH:17][C:18]([CH:20]=3)=[O:19])=[C:7]([C:30]([OH:32])=[O:31])[CH:6]=1, predict the reaction product. The product is: [CH:5]1[C:10]([C:11]([OH:13])=[O:12])=[CH:9][C:8]([C:14]2[C:15]3[CH:16]=[CH:17][C:18]([OH:19])=[CH:20][C:21]=3[O:22][C:23]3[C:24]=2[CH:25]=[CH:26][C:27]([CH:28]=3)=[O:29])=[C:7]([C:30]([OH:32])=[O:31])[CH:6]=1.[C:1]([NH2:4])(=[O:12])[C:2]#[CH:3]. (3) The product is: [Cl:1][C:2]1[N:3]=[C:4]2[CH:12]=[C:11]([Cl:13])[CH:10]=[N:9][C:5]2=[N:6][C:7]=1[N:18]1[CH2:19][CH:20]([CH3:21])[N:15]([CH3:14])[CH:16]([CH3:22])[CH2:17]1. Given the reactants [Cl:1][C:2]1[N:3]=[C:4]2[CH:12]=[C:11]([Cl:13])[CH:10]=[N:9][C:5]2=[N:6][C:7]=1Cl.[CH3:14][N:15]1[CH:20]([CH3:21])[CH2:19][NH:18][CH2:17][CH:16]1[CH3:22].[NH4+].[Cl-], predict the reaction product. (4) Given the reactants [Br:1][C:2]1[CH:7]=[C:6](F)[CH:5]=[C:4]([Cl:9])[CH:3]=1.[OH:10][C:11]1[CH:12]=[N:13][CH:14]=[N:15][CH:16]=1.C([O-])([O-])=O.[K+].[K+], predict the reaction product. The product is: [Br:1][C:2]1[CH:7]=[C:6]([CH:5]=[C:4]([Cl:9])[CH:3]=1)[O:10][C:11]1[CH:12]=[N:13][CH:14]=[N:15][CH:16]=1. (5) Given the reactants C([O:9][CH2:10][CH2:11][N:12]1[C:20]2[C:19](Cl)=[N:18][CH:17]=[N:16][C:15]=2[CH:14]=[CH:13]1)(=O)C1C=CC=CC=1.[NH2:22][C:23]1[CH:42]=[CH:41][C:26]([O:27][C:28]2[CH:29]=[C:30]3[C:34](=[CH:35][CH:36]=2)[C:33](=[O:37])[N:32]([CH3:38])[C:31]3([CH3:40])[CH3:39])=[C:25]([Cl:43])[CH:24]=1.Cl.N1C=CC=CC=1.C(=O)([O-])O.[Na+], predict the reaction product. The product is: [Cl:43][C:25]1[CH:24]=[C:23]([NH:22][C:19]2[C:20]3[N:12]([CH2:11][CH2:10][OH:9])[CH:13]=[CH:14][C:15]=3[N:16]=[CH:17][N:18]=2)[CH:42]=[CH:41][C:26]=1[O:27][C:28]1[CH:29]=[C:30]2[C:34](=[CH:35][CH:36]=1)[C:33](=[O:37])[N:32]([CH3:38])[C:31]2([CH3:39])[CH3:40]. (6) The product is: [Br:5][C:6]1[C:7]([N+:1]([O-:4])=[O:2])=[CH:8][C:9]([Cl:13])=[C:10]([OH:12])[CH:11]=1. Given the reactants [N+:1]([O-:4])(O)=[O:2].[Br:5][C:6]1[CH:7]=[CH:8][C:9]([Cl:13])=[C:10]([OH:12])[CH:11]=1, predict the reaction product. (7) Given the reactants ClC1C(=O)C(C#N)=C(C#N)C(=O)C=1Cl.[F:15][C:16]1[CH:52]=[CH:51][C:19]([CH2:20][C:21]2[N:22]=[C:23]([S:49][CH3:50])[NH:24][CH2:25][C:26]=2[N:27]([C:35]2[CH:40]=[CH:39][C:38]([O:41][C:42]3[CH:47]=[CH:46][C:45]([F:48])=[CH:44][N:43]=3)=[CH:37][CH:36]=2)[C:28]([O:30][C:31]([CH3:34])([CH3:33])[CH3:32])=[O:29])=[CH:18][CH:17]=1, predict the reaction product. The product is: [F:15][C:16]1[CH:17]=[CH:18][C:19]([CH2:20][C:21]2[C:26]([N:27]([C:35]3[CH:40]=[CH:39][C:38]([O:41][C:42]4[CH:47]=[CH:46][C:45]([F:48])=[CH:44][N:43]=4)=[CH:37][CH:36]=3)[C:28]([O:30][C:31]([CH3:34])([CH3:33])[CH3:32])=[O:29])=[CH:25][N:24]=[C:23]([S:49][CH3:50])[N:22]=2)=[CH:51][CH:52]=1. (8) Given the reactants Cl.[NH2:2]O.C(=O)(O)[O-].[Na+].[Cl:9][C:10]1[N:15]=[C:14]([NH:16][C:17]([NH:19]C(=O)OCC)=S)[C:13]([O:25][CH3:26])=[CH:12][N:11]=1, predict the reaction product. The product is: [Cl:9][C:10]1[N:15]2[N:19]=[C:17]([NH2:2])[N:16]=[C:14]2[C:13]([O:25][CH3:26])=[CH:12][N:11]=1.